The task is: Predict the reaction yield, written as a fraction of the theoretical maximum amount of product (1.0 means a 100% yield; for example, 0.34 means a 34% yield).. This data is from Reaction yield outcomes from USPTO patents with 853,638 reactions. (1) The catalyst is C([O-])(=O)C.[Pd+2].C([O-])(=O)C. The yield is 0.620. The reactants are Br[C:2]1[CH:3]=[C:4]([C:9]([NH:12][C:13]([N:15]2[CH:21]3[CH2:22][CH2:23][N:18]([CH2:19][CH2:20]3)[CH2:17][CH2:16]2)=[O:14])([CH3:11])[CH3:10])[CH:5]=[CH:6][C:7]=1[F:8].[F:24][C:25]1[CH:30]=[CH:29][C:28](B(O)O)=[CH:27][CH:26]=1. The product is [F:24][C:25]1[CH:30]=[CH:29][C:28]([C:2]2[C:7]([F:8])=[CH:6][CH:5]=[C:4]([C:9]([NH:12][C:13]([N:15]3[CH:21]4[CH2:20][CH2:19][N:18]([CH2:23][CH2:22]4)[CH2:17][CH2:16]3)=[O:14])([CH3:10])[CH3:11])[CH:3]=2)=[CH:27][CH:26]=1. (2) The reactants are O=C(Cl)O[C:4]([Cl:7])(Cl)[Cl:5].[CH3:9][N:10]([CH2:14][CH2:15][CH3:16])C(Cl)=S.CCCCCC. The catalyst is ClCCl. The product is [Cl-:5].[Cl:5][C:4]([Cl:7])=[N+:10]([CH3:9])[CH2:14][CH2:15][CH3:16]. The yield is 0.440. (3) The reactants are [C:1]([C:3]1[CH:31]=[CH:30][C:6]([C:7]([NH:9][NH:10][C:11](=[O:29])[C@H:12]([NH:16][C:17]2[CH:22]=[CH:21][C:20]([C:23]#[N:24])=[C:19]([C:25]([F:28])([F:27])[F:26])[CH:18]=2)[C@@H:13]([OH:15])[CH3:14])=[O:8])=[CH:5][CH:4]=1)#[N:2].N1C=CN=C1.[CH3:37][C:38]([Si:41](Cl)([CH3:43])[CH3:42])([CH3:40])[CH3:39]. The catalyst is CN(C=O)C. The product is [Si:41]([O:15][C@@H:13]([CH3:14])[C@@H:12]([NH:16][C:17]1[CH:22]=[CH:21][C:20]([C:23]#[N:24])=[C:19]([C:25]([F:28])([F:27])[F:26])[CH:18]=1)[C:11]([NH:10][NH:9][C:7](=[O:8])[C:6]1[CH:5]=[CH:4][C:3]([C:1]#[N:2])=[CH:31][CH:30]=1)=[O:29])([C:38]([CH3:40])([CH3:39])[CH3:37])([CH3:43])[CH3:42]. The yield is 0.560. (4) The yield is 0.760. The reactants are [Cl:1][C:2]1[C:3]([O:12][C:13]2[CH:18]=[C:17]([O:19][CH2:20][CH2:21][O:22][CH3:23])[CH:16]=[CH:15][C:14]=2/[CH:24]=[CH:25]/[C:26](O)=[O:27])=[N:4][CH:5]=[C:6]([C:8]([F:11])([F:10])[F:9])[CH:7]=1.Cl.C(N=C=NCCCN(C)C)C.[F:41][C:42]([F:49])([F:48])[CH2:43][S:44]([NH2:47])(=[O:46])=[O:45].Cl. The product is [Cl:1][C:2]1[C:3]([O:12][C:13]2[CH:18]=[C:17]([O:19][CH2:20][CH2:21][O:22][CH3:23])[CH:16]=[CH:15][C:14]=2/[CH:24]=[CH:25]/[C:26]([NH:47][S:44]([CH2:43][C:42]([F:49])([F:48])[F:41])(=[O:46])=[O:45])=[O:27])=[N:4][CH:5]=[C:6]([C:8]([F:11])([F:9])[F:10])[CH:7]=1. The catalyst is C(#N)C.CN(C)C1C=CN=CC=1.C(OCC)(=O)C. (5) The reactants are [N:1]1([CH2:7][CH2:8][NH:9][C:10]([C:12]2[NH:13][C:14]([CH:18]=[C:19]3[C:27]4[C:26](Cl)=[N:25][CH:24]=[N:23][C:22]=4[NH:21][C:20]3=[O:29])=[C:15]([CH3:17])[CH:16]=2)=[O:11])[CH2:6][CH2:5][O:4][CH2:3][CH2:2]1.[C:30]([C:32]1[CH:33]=[C:34]([CH:36]=[CH:37][CH:38]=1)[NH2:35])#[CH:31].Cl. No catalyst specified. The product is [N:1]1([CH2:7][CH2:8][NH:9][C:10]([C:12]2[NH:13][C:14]([CH:18]=[C:19]3[C:27]4[C:26]([NH:35][C:34]5[CH:36]=[CH:37][CH:38]=[C:32]([C:30]#[CH:31])[CH:33]=5)=[N:25][CH:24]=[N:23][C:22]=4[NH:21][C:20]3=[O:29])=[C:15]([CH3:17])[CH:16]=2)=[O:11])[CH2:6][CH2:5][O:4][CH2:3][CH2:2]1. The yield is 0.150. (6) The reactants are [NH2:1][C:2]1[C:3]2[C:4]3[C:5](=[N:17][N:18]([CH2:20][C:21]4[C:26]([Cl:27])=[C:25]([O:28][CH3:29])[C:24]([CH3:30])=[CH:23][N:22]=4)[N:19]=2)[CH:6]=[C:7]([CH2:12][C:13]([NH:15][CH3:16])=[O:14])[C:8]=3[CH2:9][S:10][N:11]=1.Cl. The catalyst is C(O)C. The product is [ClH:27].[NH2:1][C:2]1[C:3]2[C:4]3[C:5](=[N:17][N:18]([CH2:20][C:21]4[C:26]([Cl:27])=[C:25]([O:28][CH3:29])[C:24]([CH3:30])=[CH:23][N:22]=4)[N:19]=2)[CH:6]=[C:7]([CH2:12][C:13]([NH:15][CH3:16])=[O:14])[C:8]=3[CH2:9][S:10][N:11]=1. The yield is 0.950.